This data is from Reaction yield outcomes from USPTO patents with 853,638 reactions. The task is: Predict the reaction yield, written as a fraction of the theoretical maximum amount of product (1.0 means a 100% yield; for example, 0.34 means a 34% yield). (1) The reactants are C([NH:5][S:6]([C:9]1[CH:14]=[CH:13][C:12]([C:15]2[N:16]=[CH:17][N:18]([C:20]3[N:25]=[C:24]([C:26]([F:29])([F:28])[F:27])[CH:23]=[C:22]([C:30]4[CH:35]=[CH:34][C:33]([C:36]([F:39])([F:38])[F:37])=[C:32]([CH3:40])[CH:31]=4)[N:21]=3)[CH:19]=2)=[CH:11][CH:10]=1)(=[O:8])=[O:7])(C)(C)C.C(O)(C(F)(F)F)=O. The product is [CH3:40][C:32]1[CH:31]=[C:30]([C:22]2[CH:23]=[C:24]([C:26]([F:27])([F:28])[F:29])[N:25]=[C:20]([N:18]3[CH:19]=[C:15]([C:12]4[CH:13]=[CH:14][C:9]([S:6]([NH2:5])(=[O:8])=[O:7])=[CH:10][CH:11]=4)[N:16]=[CH:17]3)[N:21]=2)[CH:35]=[CH:34][C:33]=1[C:36]([F:39])([F:38])[F:37]. The catalyst is ClCCl. The yield is 0.0700. (2) The reactants are Cl.Cl[CH:3]([C:8]1[C:9](=[O:17])[C:10]([OH:16])=[C:11]([CH3:15])[N:12]([CH3:14])[CH:13]=1)[C:4]([F:7])([F:6])[F:5].[NH:18]1[CH2:23][CH2:22][CH2:21][CH2:20][CH2:19]1. The product is [OH:16][C:10]1[C:9](=[O:17])[C:8]([CH:3]([N:18]2[CH2:23][CH2:22][CH2:21][CH2:20][CH2:19]2)[C:4]([F:7])([F:6])[F:5])=[CH:13][N:12]([CH3:14])[C:11]=1[CH3:15]. The yield is 0.730. No catalyst specified. (3) The reactants are [CH3:1][C:2]1[O:6][N:5]=[C:4]([C:7]2[CH:12]=[CH:11][CH:10]=[CH:9][CH:8]=2)[C:3]=1[CH2:13][O:14][C:15]1[N:16]=[CH:17][C:18]([C:21]([OH:23])=O)=[N:19][CH:20]=1.[CH:24]([NH2:27])([CH3:26])[CH3:25]. No catalyst specified. The product is [CH:24]([NH:27][C:21]([C:18]1[CH:17]=[N:16][C:15]([O:14][CH2:13][C:3]2[C:4]([C:7]3[CH:8]=[CH:9][CH:10]=[CH:11][CH:12]=3)=[N:5][O:6][C:2]=2[CH3:1])=[CH:20][N:19]=1)=[O:23])([CH3:26])[CH3:25]. The yield is 0.330. (4) The reactants are [N+:1]([C:4]1[NH:8][N:7]=[C:6]([C:9]([OH:11])=[O:10])[CH:5]=1)([O-:3])=[O:2].S(Cl)(Cl)=O.[CH3:16]O. No catalyst specified. The product is [N+:1]([C:4]1[NH:8][N:7]=[C:6]([C:9]([O:11][CH3:16])=[O:10])[CH:5]=1)([O-:3])=[O:2]. The yield is 1.00. (5) The reactants are [OH-].[Na+].[OH:3][CH:4]([C:6]1[CH:7]=[C:8]([C:24]([O:26]C)=[O:25])[CH:9]=[C:10]2[C:15]=1[O:14][C:13]([N:16]1[CH2:21][CH2:20][O:19][C@H:18]([CH3:22])[CH2:17]1)=[CH:12][C:11]2=[O:23])[CH3:5].O.Cl. The catalyst is CO. The product is [OH:3][CH:4]([C:6]1[CH:7]=[C:8]([C:24]([OH:26])=[O:25])[CH:9]=[C:10]2[C:15]=1[O:14][C:13]([N:16]1[CH2:21][CH2:20][O:19][C@H:18]([CH3:22])[CH2:17]1)=[CH:12][C:11]2=[O:23])[CH3:5]. The yield is 0.950. (6) The reactants are [C:1]([O-:4])([O-:3])=O.[K+].[K+].[NH:7]1[CH2:12][CH2:11][CH2:10][CH2:9][CH2:8]1.[C:13](Cl)([O:15][CH2:16][C:17]1[CH:22]=[CH:21][CH:20]=[CH:19][CH:18]=1)=[O:14].[CH2:24]1COC[CH2:25]1.O. No catalyst specified. The product is [CH2:24]([O:3][C:1]([C@H:9]1[CH2:10][CH2:11][CH2:12][N:7]([C:13]([O:15][CH2:16][C:17]2[CH:22]=[CH:21][CH:20]=[CH:19][CH:18]=2)=[O:14])[CH2:8]1)=[O:4])[CH3:25]. The yield is 1.00. (7) The reactants are Cl[C:2]1[CH:7]=[C:6]([O:8][C:9]2[CH:10]=[CH:11][C:12]([N:16]3[C:20](=[O:21])[NH:19][C:18]([C:22]4[CH:27]=[CH:26][C:25]([F:28])=[CH:24][CH:23]=4)=[N:17]3)=[N:13][C:14]=2[CH3:15])[CH:5]=[CH:4][N:3]=1.[CH3:29][N:30]1[CH:34]=[C:33](B2OC(C)(C)C(C)(C)O2)[CH:32]=[N:31]1.C([O-])([O-])=O.[K+].[K+]. The catalyst is O1CCOCC1.O.C1C=CC([P]([Pd]([P](C2C=CC=CC=2)(C2C=CC=CC=2)C2C=CC=CC=2)([P](C2C=CC=CC=2)(C2C=CC=CC=2)C2C=CC=CC=2)[P](C2C=CC=CC=2)(C2C=CC=CC=2)C2C=CC=CC=2)(C2C=CC=CC=2)C2C=CC=CC=2)=CC=1. The product is [F:28][C:25]1[CH:26]=[CH:27][C:22]([C:18]2[NH:19][C:20](=[O:21])[N:16]([C:12]3[CH:11]=[CH:10][C:9]([O:8][C:6]4[CH:5]=[CH:4][N:3]=[C:2]([C:33]5[CH:32]=[N:31][N:30]([CH3:29])[CH:34]=5)[CH:7]=4)=[C:14]([CH3:15])[N:13]=3)[N:17]=2)=[CH:23][CH:24]=1. The yield is 0.450. (8) The reactants are [CH3:1][N:2]1[C:10]2[C:5](=[CH:6][CH:7]=[C:8]([NH2:11])[CH:9]=2)[CH:4]=[CH:3]1.[C:12](Cl)(=[O:16])[CH:13]([CH3:15])[CH3:14].C(OCC)(=O)C. The catalyst is N1C=CC=CC=1. The product is [CH3:1][N:2]1[C:10]2[C:5](=[CH:6][CH:7]=[C:8]([NH:11][C:12](=[O:16])[CH:13]([CH3:15])[CH3:14])[CH:9]=2)[CH:4]=[CH:3]1. The yield is 0.360. (9) The reactants are FC(F)(F)C(O)=O.[O:8]=[C:9]([N:28]1[CH2:33][CH2:32][C:31]([CH2:34][C:35]2[S:36][CH:37]=[CH:38][N:39]=2)=[CH:30][CH2:29]1)/[CH:10]=[CH:11]/[C:12]1[CH:13]=[C:14]2[C:24](=[N:25][CH:26]=1)[NH:23][C:22](=[O:27])[C:16]1([CH2:21][CH2:20][NH:19][CH2:18][CH2:17]1)[CH2:15]2.C(N(CC)CC)C.[C:47](=O)([O:49]C1C=CC=CC=1)[NH2:48]. The catalyst is CS(C)=O. The product is [O:27]=[C:22]1[C:16]2([CH2:21][CH2:20][N:19]([C:47]([NH2:48])=[O:49])[CH2:18][CH2:17]2)[CH2:15][C:14]2[C:24](=[N:25][CH:26]=[C:12](/[CH:11]=[CH:10]/[C:9](=[O:8])[N:28]3[CH2:33][CH2:32][C:31]([CH2:34][C:35]4[S:36][CH:37]=[CH:38][N:39]=4)=[CH:30][CH2:29]3)[CH:13]=2)[NH:23]1. The yield is 0.310. (10) The product is [C:12]([C:9]1[CH:10]=[CH:11][C:6]([CH:5]=[CH:4][C:3]([OH:23])=[O:2])=[C:7]([O:16][CH:17]2[CH2:18][CH2:19][O:20][CH2:21][CH2:22]2)[CH:8]=1)([CH3:15])([CH3:13])[CH3:14]. The catalyst is CO.O. The yield is 1.00. The reactants are C[O:2][C:3](=[O:23])[CH:4]=[CH:5][C:6]1[CH:11]=[CH:10][C:9]([C:12]([CH3:15])([CH3:14])[CH3:13])=[CH:8][C:7]=1[O:16][CH:17]1[CH2:22][CH2:21][O:20][CH2:19][CH2:18]1.[OH-].[Na+].Cl.